The task is: Predict the product of the given reaction.. This data is from Forward reaction prediction with 1.9M reactions from USPTO patents (1976-2016). (1) Given the reactants [C:1]([O:5][C:6]([NH:8][CH2:9][CH2:10][C:11]([OH:13])=O)=[O:7])([CH3:4])([CH3:3])[CH3:2].[C:14]1([S:20]([NH2:23])(=[O:22])=[O:21])[CH:19]=[CH:18][CH:17]=[CH:16][CH:15]=1.CCN=C=NCCCN(C)C, predict the reaction product. The product is: [O:13]=[C:11]([NH:23][S:20]([C:14]1[CH:19]=[CH:18][CH:17]=[CH:16][CH:15]=1)(=[O:22])=[O:21])[CH2:10][CH2:9][NH:8][C:6](=[O:7])[O:5][C:1]([CH3:2])([CH3:3])[CH3:4]. (2) Given the reactants [Si:1]([O:8][CH2:9][CH:10]([OH:42])[CH2:11][O:12][C:13]1[CH:14]=[C:15]([CH:39]=[CH:40][CH:41]=1)[C:16]([N:18]1[CH2:23][CH2:22][CH:21]([C:24]2[CH:25]=[C:26]([CH:36]=[CH:37][CH:38]=2)[CH2:27][NH:28][C:29](=[O:35])[O:30][C:31]([CH3:34])([CH3:33])[CH3:32])[CH2:20][CH2:19]1)=[O:17])([C:4]([CH3:7])([CH3:6])[CH3:5])([CH3:3])[CH3:2].CC(OI1(OC(C)=O)(OC(C)=O)OC(=O)C2C=CC=CC1=2)=O.C(OCC)(=O)C, predict the reaction product. The product is: [Si:1]([O:8][CH2:9][C:10](=[O:42])[CH2:11][O:12][C:13]1[CH:14]=[C:15]([CH:39]=[CH:40][CH:41]=1)[C:16]([N:18]1[CH2:23][CH2:22][CH:21]([C:24]2[CH:25]=[C:26]([CH:36]=[CH:37][CH:38]=2)[CH2:27][NH:28][C:29](=[O:35])[O:30][C:31]([CH3:34])([CH3:33])[CH3:32])[CH2:20][CH2:19]1)=[O:17])([C:4]([CH3:5])([CH3:6])[CH3:7])([CH3:3])[CH3:2]. (3) Given the reactants [C:1]([NH:6][C:7]1[NH:8][C:9](=[O:31])[C:10]2[N:11]=[CH:12][N:13]([C:29]=2[N:30]=1)[C@@H:14]1[O:28][C@H:18]([CH2:19][O:20][Si:21]([C:24]([CH3:27])([CH3:26])[CH3:25])([CH3:23])[CH3:22])[C@@H:16]([OH:17])[CH2:15]1)(=[O:5])[CH:2]([CH3:4])[CH3:3].[CH3:32][O:33][C:34]1[CH:55]=[CH:54][C:37]([C:38](Cl)([C:47]2[CH:52]=[CH:51][CH:50]=[CH:49][CH:48]=2)[C:39]2[CH:44]=[CH:43][C:42]([O:45][CH3:46])=[CH:41][CH:40]=2)=[CH:36][CH:35]=1.C(=O)([O-])O.[Na+], predict the reaction product. The product is: [C:1]([NH:6][C:7]1[NH:8][C:9](=[O:31])[C:10]2[N:11]=[CH:12][N:13]([C:29]=2[N:30]=1)[C@@H:14]1[O:28][C@H:18]([CH2:19][O:20][Si:21]([C:24]([CH3:26])([CH3:25])[CH3:27])([CH3:23])[CH3:22])[C@@H:16]([O:17][C:38]([C:47]2[CH:52]=[CH:51][CH:50]=[CH:49][CH:48]=2)([C:39]2[CH:44]=[CH:43][C:42]([O:45][CH3:46])=[CH:41][CH:40]=2)[C:37]2[CH:36]=[CH:35][C:34]([O:33][CH3:32])=[CH:55][CH:54]=2)[CH2:15]1)(=[O:5])[CH:2]([CH3:4])[CH3:3].